This data is from Reaction yield outcomes from USPTO patents with 853,638 reactions. The task is: Predict the reaction yield, written as a fraction of the theoretical maximum amount of product (1.0 means a 100% yield; for example, 0.34 means a 34% yield). (1) The reactants are Br[C:2]1[CH:3]=[C:4]([N:8]2[C:12]([CH3:13])=[CH:11][CH:10]=[C:9]2[CH3:14])[CH:5]=[CH:6][CH:7]=1.[Li]CCCC.[CH3:20][C:21]([CH3:23])=[O:22]. The catalyst is C1COCC1. The product is [CH3:14][C:9]1[N:8]([C:4]2[CH:3]=[C:2]([C:21]([OH:22])([CH3:23])[CH3:20])[CH:7]=[CH:6][CH:5]=2)[C:12]([CH3:13])=[CH:11][CH:10]=1. The yield is 0.610. (2) The reactants are [F:1][C:2]1[CH:7]=[CH:6][C:5]([C:8]2[C:12](/[CH:13]=[CH:14]/[C:15]3[CH:16]=[C:17]([C:21]([OH:23])=O)[N:18]([CH3:20])[N:19]=3)=[C:11]([CH3:24])[O:10][N:9]=2)=[CH:4][CH:3]=1.[OH:25][C:26]([CH3:30])([CH3:29])[CH2:27][NH2:28]. No catalyst specified. The product is [OH:25][C:26]([CH3:30])([CH3:29])[CH2:27][NH:28][C:21]([C:17]1[N:18]([CH3:20])[N:19]=[C:15](/[CH:14]=[CH:13]/[C:12]2[C:8]([C:5]3[CH:4]=[CH:3][C:2]([F:1])=[CH:7][CH:6]=3)=[N:9][O:10][C:11]=2[CH3:24])[CH:16]=1)=[O:23]. The yield is 0.280. (3) The reactants are [F:1][C:2]1[CH:7]=[CH:6][C:5]([CH:8]([C:13]2[CH:18]=[CH:17][C:16]([F:19])=[CH:15][CH:14]=2)[CH2:9][CH2:10][CH2:11]Cl)=[CH:4][CH:3]=1.[CH3:20][CH:21]([CH3:37])[C:22]([NH:24][C:25]1[CH:30]=[CH:29][CH:28]=[C:27]([CH:31]2[CH2:36][CH2:35][NH:34][CH2:33][CH2:32]2)[CH:26]=1)=[O:23].C(N(C(C)C)CC)(C)C.N. The catalyst is [I-].C([N+](CCCC)(CCCC)CCCC)CCC.O1CCOCC1.C(Cl)(Cl)Cl. The product is [F:1][C:2]1[CH:7]=[CH:6][C:5]([CH:8]([C:13]2[CH:18]=[CH:17][C:16]([F:19])=[CH:15][CH:14]=2)[CH2:9][CH2:10][CH2:11][N:34]2[CH2:35][CH2:36][CH:31]([C:27]3[CH:26]=[C:25]([NH:24][C:22](=[O:23])[CH:21]([CH3:20])[CH3:37])[CH:30]=[CH:29][CH:28]=3)[CH2:32][CH2:33]2)=[CH:4][CH:3]=1. The yield is 0.252.